This data is from Forward reaction prediction with 1.9M reactions from USPTO patents (1976-2016). The task is: Predict the product of the given reaction. (1) Given the reactants Br[C:2]1[S:3][CH:4]=[C:5]([C:7]2[CH:12]=[CH:11][C:10]([NH:13][S:14]([C:17]([F:20])([F:19])[F:18])(=[O:16])=[O:15])=[CH:9][C:8]=2[Cl:21])[N:6]=1.[N:22]1[C:31]2[C:26](=[CH:27][CH:28]=[CH:29][CH:30]=2)[C:25](B(O)O)=[CH:24][CH:23]=1.C(=O)([O-])[O-].[Na+].[Na+].CN(C)C=O, predict the reaction product. The product is: [Cl:21][C:8]1[CH:9]=[C:10]([NH:13][S:14]([C:17]([F:20])([F:19])[F:18])(=[O:16])=[O:15])[CH:11]=[CH:12][C:7]=1[C:5]1[N:6]=[C:2]([C:25]2[C:26]3[C:31](=[CH:30][CH:29]=[CH:28][CH:27]=3)[N:22]=[CH:23][CH:24]=2)[S:3][CH:4]=1. (2) The product is: [C:26]([O:30][C:31](=[O:45])[NH:32][C@@H:33]1[C@@H:37]([N:38]2[CH2:43][CH2:42][CH2:41][CH2:40][C:39]2=[O:44])[CH2:36][N:35]([C:2]2[N:7]=[CH:6][C:5]([O:8][CH2:9][CH2:10][CH2:11][CH:12]3[CH2:17][CH2:16][N:15]([C:18]4[O:22][N:21]=[C:20]([CH:23]([CH3:25])[CH3:24])[N:19]=4)[CH2:14][CH2:13]3)=[CH:4][N:3]=2)[CH2:34]1)([CH3:29])([CH3:27])[CH3:28]. Given the reactants Cl[C:2]1[N:7]=[CH:6][C:5]([O:8][CH2:9][CH2:10][CH2:11][CH:12]2[CH2:17][CH2:16][N:15]([C:18]3[O:22][N:21]=[C:20]([CH:23]([CH3:25])[CH3:24])[N:19]=3)[CH2:14][CH2:13]2)=[CH:4][N:3]=1.[C:26]([O:30][C:31](=[O:45])[NH:32][C@@H:33]1[C@@H:37]([N:38]2[CH2:43][CH2:42][CH2:41][CH2:40][C:39]2=[O:44])[CH2:36][NH:35][CH2:34]1)([CH3:29])([CH3:28])[CH3:27], predict the reaction product. (3) Given the reactants [N:1](OCCCC)=O.[CH2:8]([CH:10]([NH:13][C:14]1[CH:19]=[C:18]([CH3:20])[N:17]=[C:16]([NH:21][C:22]2[C:27]([CH3:28])=[CH:26][C:25]([CH3:29])=[CH:24][C:23]=2[CH3:30])[C:15]=1[NH2:31])[CH2:11][CH3:12])[CH3:9].Cl.[OH-].[Na+], predict the reaction product. The product is: [CH2:8]([CH:10]([NH:13][C:14]1[CH:19]=[C:18]([CH3:20])[N:17]=[C:16]2[N:21]([C:22]3[C:27]([CH3:28])=[CH:26][C:25]([CH3:29])=[CH:24][C:23]=3[CH3:30])[N:1]=[N:31][C:15]=12)[CH2:11][CH3:12])[CH3:9]. (4) Given the reactants [C:1]([N:4]1[C:13]2[C:8](=[CH:9][C:10]([C:14]3[CH:19]=[CH:18][C:17]([CH2:20][C:21](O)=[O:22])=[CH:16][CH:15]=3)=[CH:11][CH:12]=2)[C@H:7]([NH:24][C:25]2[CH:30]=[CH:29][C:28]([C:31]#[N:32])=[CH:27][N:26]=2)[CH2:6][C@@H:5]1[CH3:33])(=[O:3])[CH3:2].[Li].[CH3:35][N:36]([CH3:40])[CH2:37][CH2:38][NH2:39].CN(C(ON1N=NC2C=CC=NC1=2)=[N+](C)C)C.F[P-](F)(F)(F)(F)F.CCN(C(C)C)C(C)C, predict the reaction product. The product is: [C:1]([N:4]1[C:13]2[C:8](=[CH:9][C:10]([C:14]3[CH:15]=[CH:16][C:17]([CH2:20][C:21]([NH:39][CH2:38][CH2:37][N:36]([CH3:40])[CH3:35])=[O:22])=[CH:18][CH:19]=3)=[CH:11][CH:12]=2)[C@H:7]([NH:24][C:25]2[CH:30]=[CH:29][C:28]([C:31]#[N:32])=[CH:27][N:26]=2)[CH2:6][C@@H:5]1[CH3:33])(=[O:3])[CH3:2]. (5) Given the reactants [CH3:1][C:2]([O:5][C:6]([NH:8][C@@H:9]([C:21](O)=[O:22])[CH2:10][C:11]1[CH:20]=[CH:19][C:18]2[C:13](=[CH:14][CH:15]=[CH:16][CH:17]=2)[CH:12]=1)=[O:7])([CH3:4])[CH3:3].[NH2:24][C@H:25]([CH2:38][C:39]1[C:44]([F:45])=[C:43]([F:46])[C:42]([F:47])=[C:41]([F:48])[C:40]=1[F:49])[CH2:26][C:27]([NH:29][O:30][CH2:31][C:32]1[CH:37]=[CH:36][CH:35]=[CH:34][CH:33]=1)=[O:28].CCN=C=NCCCN(C)C.Cl.C1C=CC2N(O)N=NC=2C=1.CCN(C(C)C)C(C)C, predict the reaction product. The product is: [C:2]([O:5][C:6]([NH:8][C@H:9]([CH2:10][C:11]1[CH:20]=[CH:19][C:18]2[C:13](=[CH:14][CH:15]=[CH:16][CH:17]=2)[CH:12]=1)[C:21]([NH:24][C@H:25]([CH2:38][C:39]1[C:40]([F:49])=[C:41]([F:48])[C:42]([F:47])=[C:43]([F:46])[C:44]=1[F:45])[CH2:26][C:27]([NH:29][O:30][CH2:31][C:32]1[CH:33]=[CH:34][CH:35]=[CH:36][CH:37]=1)=[O:28])=[O:22])=[O:7])([CH3:4])([CH3:1])[CH3:3]. (6) Given the reactants [Cl:1][C:2]1[CH:7]=[CH:6][C:5]([C:8]2([OH:28])[C:16]3[C:11](=[CH:12][CH:13]=[CH:14][CH:15]=3)[C:10](=[O:17])[N:9]2[CH2:18][C:19]2[CH:24]=[CH:23][C:22]([N+:25]([O-:27])=[O:26])=[CH:21][CH:20]=2)=[CH:4][CH:3]=1.[C@H:29]1([CH2:37]O)[CH2:34][CH2:33][C@H:32]([CH2:35][OH:36])[CH2:31][CH2:30]1, predict the reaction product. The product is: [Cl:1][C:2]1[CH:7]=[CH:6][C:5]([C:8]2([O:28][CH2:37][CH:29]3[CH2:34][CH2:33][CH:32]([CH2:35][OH:36])[CH2:31][CH2:30]3)[C:16]3[C:11](=[CH:12][CH:13]=[CH:14][CH:15]=3)[C:10](=[O:17])[N:9]2[CH2:18][C:19]2[CH:24]=[CH:23][C:22]([N+:25]([O-:27])=[O:26])=[CH:21][CH:20]=2)=[CH:4][CH:3]=1.